From a dataset of Reaction yield outcomes from USPTO patents with 853,638 reactions. Predict the reaction yield, written as a fraction of the theoretical maximum amount of product (1.0 means a 100% yield; for example, 0.34 means a 34% yield). (1) The reactants are [C:1]1([CH3:7])[CH:6]=[CH:5][CH:4]=[CH:3][CH:2]=1.[C:8]([O:12]OC(C)(C)C)(C)(C)C.[C]=O.[CH2:20]([OH:23])[CH2:21][CH3:22]. No catalyst specified. The product is [C:1]1([CH2:7][C:8]([O:23][CH2:20][CH2:21][CH3:22])=[O:12])[CH:6]=[CH:5][CH:4]=[CH:3][CH:2]=1. The yield is 0.880. (2) The reactants are [Br:1][C:2]1[CH:7]=[CH:6][CH:5]=[CH:4][C:3]=1[OH:8].C(=O)([O-])[O-].[K+].[K+].[CH2:15](Br)[C:16]1[CH:21]=[CH:20][CH:19]=[CH:18][CH:17]=1. The catalyst is C(O)C. The product is [Br:1][C:2]1[CH:7]=[CH:6][CH:5]=[CH:4][C:3]=1[O:8][CH2:15][C:16]1[CH:21]=[CH:20][CH:19]=[CH:18][CH:17]=1. The yield is 0.850. (3) The reactants are Br[C:2]1[CH:7]=[CH:6][N:5]=[C:4]2[N:8]([CH3:13])[CH:9]=[C:10]([CH:11]=[O:12])[C:3]=12.[C:14]1([C:20]#[CH:21])[CH:19]=[CH:18][CH:17]=[CH:16][CH:15]=1.[F-].C([N+](CCCC)(CCCC)CCCC)CCC. The catalyst is O.[Pd](Cl)Cl.C1(P(C2C=CC=CC=2)C2C=CC=CC=2)C=CC=CC=1.C1(P(C2C=CC=CC=2)C2C=CC=CC=2)C=CC=CC=1. The product is [CH3:13][N:8]1[C:4]2=[N:5][CH:6]=[CH:7][C:2]([C:21]#[C:20][C:14]3[CH:19]=[CH:18][CH:17]=[CH:16][CH:15]=3)=[C:3]2[C:10]([CH:11]=[O:12])=[CH:9]1. The yield is 0.720. (4) The reactants are [F:1][C:2]1[C:3]([NH:16][C:17]2[CH:22]=[CH:21][C:20]([C:23]#[C:24][C:25]([OH:28])([CH3:27])[CH3:26])=[CH:19][C:18]=2[F:29])=[C:4]([CH:12]=[CH:13][C:14]=1[F:15])[C:5]([NH:7][O:8][CH2:9][CH2:10][OH:11])=[O:6]. The catalyst is C(O)C.[Pd]. The product is [F:1][C:2]1[C:3]([NH:16][C:17]2[CH:22]=[CH:21][C:20]([CH2:23][CH2:24][C:25]([OH:28])([CH3:27])[CH3:26])=[CH:19][C:18]=2[F:29])=[C:4]([CH:12]=[CH:13][C:14]=1[F:15])[C:5]([NH:7][O:8][CH2:9][CH2:10][OH:11])=[O:6]. The yield is 0.990. (5) The reactants are [Br:1][C:2]1[C:3]([CH3:18])=[C:4]([NH:11]C(=O)C(F)(F)F)[C:5]([N+:8]([O-:10])=[O:9])=[CH:6][CH:7]=1.C(=O)([O-])[O-].[K+].[K+].O.Cl. The catalyst is CO. The product is [Br:1][C:2]1[C:3]([CH3:18])=[C:4]([C:5]([N+:8]([O-:10])=[O:9])=[CH:6][CH:7]=1)[NH2:11]. The yield is 0.620. (6) The reactants are Br[C:2]1[CH:3]=[C:4]2[C:8](=[CH:9][C:10]=1[Cl:11])[NH:7][N:6]=[C:5]2[C:12]([OH:14])=[O:13].[OH:15][C:16]1[CH:17]=[C:18](B(O)O)[CH:19]=[CH:20][CH:21]=1.C(=O)([O-])[O-].[K+].[K+].CC#N. The catalyst is C1(C)C=CC=CC=1.O.C1C=CC(P(C2C=CC=CC=2)[C-]2C=CC=C2)=CC=1.C1C=CC(P(C2C=CC=CC=2)[C-]2C=CC=C2)=CC=1.Cl[Pd]Cl.[Fe+2]. The product is [Cl:11][C:10]1[CH:9]=[C:8]2[C:4]([C:5]([C:12]([OH:14])=[O:13])=[N:6][NH:7]2)=[CH:3][C:2]=1[C:20]1[CH:19]=[CH:18][CH:17]=[C:16]([OH:15])[CH:21]=1. The yield is 0.0400. (7) The reactants are [CH3:1][O:2][C:3]([C:5]1[S:6][C:7]([S:23][CH3:24])=[C:8]([S:10]([C:13]2[CH:21]=[C:20]([Br:22])[C:16]3[N:17]=[CH:18][NH:19][C:15]=3[CH:14]=2)(=[O:12])=[O:11])[CH:9]=1)=[O:4].[C:25]1(B(O)O)[CH:30]=[CH:29][CH:28]=[CH:27][CH:26]=1.[N+]1([O-])C=CC=CC=1.C(N(CC)CC)C. The catalyst is C(Cl)Cl.CC([O-])=O.CC([O-])=O.[Cu+2]. The product is [CH3:1][O:2][C:3]([C:5]1[S:6][C:7]([S:23][CH3:24])=[C:8]([S:10]([C:13]2[CH:21]=[C:20]([Br:22])[C:16]3[N:17]=[CH:18][N:19]([C:25]4[CH:30]=[CH:29][CH:28]=[CH:27][CH:26]=4)[C:15]=3[CH:14]=2)(=[O:11])=[O:12])[CH:9]=1)=[O:4]. The yield is 0.510. (8) The reactants are [Br:1][C:2]1[CH:7]=[CH:6][C:5]([S:8]([NH:11][C:12]2[CH:13]=[N:14][CH:15]=[C:16](Br)[CH:17]=2)(=[O:10])=[O:9])=[C:4]([Cl:19])[CH:3]=1.[B:20]1([B:20]2[O:24][C:23]([CH3:26])([CH3:25])[C:22]([CH3:28])([CH3:27])[O:21]2)[O:24][C:23]([CH3:26])([CH3:25])[C:22]([CH3:28])([CH3:27])[O:21]1.C([O-])(=O)C.[K+]. The catalyst is O1CCOCC1.C1C=CC(P(C2C=CC=CC=2)[C-]2C=CC=C2)=CC=1.C1C=CC(P(C2C=CC=CC=2)[C-]2C=CC=C2)=CC=1.Cl[Pd]Cl.[Fe+2].C(Cl)Cl. The product is [Br:1][C:2]1[CH:7]=[CH:6][C:5]([S:8]([NH:11][C:12]2[CH:13]=[N:14][CH:15]=[C:16]([B:20]3[O:24][C:23]([CH3:26])([CH3:25])[C:22]([CH3:28])([CH3:27])[O:21]3)[CH:17]=2)(=[O:10])=[O:9])=[C:4]([Cl:19])[CH:3]=1. The yield is 0.400. (9) The reactants are FC1C=CC(I)=CC=1C(Cl)=O.BrC1C=CC(OC)=CC=1OC(F)(F)F.ClCCCl.[Cl-].[Al+3].[Cl-].[Cl-].[Br:34][C:35]1[C:36]([O:53][C:54]([F:57])([F:56])[F:55])=[CH:37][C:38]([O:51]C)=[C:39]([C:41]([C:43]2[CH:48]=[C:47]([I:49])[CH:46]=[CH:45][C:44]=2F)=[O:42])[CH:40]=1.C(O)C.CO.C[O-].[Na+].C1C2C(=O)C3C(=CC=CC=3)OC=2C=CC=1. No catalyst specified. The product is [Br:34][C:35]1[C:36]([O:53][C:54]([F:57])([F:56])[F:55])=[CH:37][C:38]2[O:51][C:44]3[C:43](=[CH:48][C:47]([I:49])=[CH:46][CH:45]=3)[C:41](=[O:42])[C:39]=2[CH:40]=1. The yield is 0.290. (10) The reactants are N[C:2]1[C:7]([N+:8]([O-:10])=[O:9])=[CH:6][C:5]([Cl:11])=[CH:4][N:3]=1.Br[C:13]1[C:18]([N+:19]([O-:21])=[O:20])=[CH:17][C:16]([Cl:22])=[CH:15][N:14]=1.I([O-])(=O)(=O)=O.[Na+].[OH2:29]. The catalyst is C1COCC1.[Os](=O)(=O)(=O)=O. The product is [Cl:11][C:5]1[CH:6]=[C:7]([N+:8]([O-:10])=[O:9])[C:2]([CH:13]=[O:29])=[N:3][CH:4]=1.[Cl:22][C:16]1[CH:17]=[C:18]([N+:19]([O-:21])=[O:20])[C:13]([CH:2]=[CH2:7])=[N:14][CH:15]=1. The yield is 0.720.